Dataset: Full USPTO retrosynthesis dataset with 1.9M reactions from patents (1976-2016). Task: Predict the reactants needed to synthesize the given product. Given the product [CH3:15][N:6]1[CH:5]=[C:4]([C:20]2[CH:19]=[N:18][N:17]([CH3:16])[CH:21]=2)[C:13]2[C:8](=[CH:9][CH:10]=[CH:11][CH:12]=2)[C:7]1=[O:14], predict the reactants needed to synthesize it. The reactants are: N#N.Br[C:4]1[C:13]2[C:8](=[CH:9][CH:10]=[CH:11][CH:12]=2)[C:7](=[O:14])[N:6]([CH3:15])[CH:5]=1.[CH3:16][N:17]1[CH:21]=[C:20](B(O)O)[CH:19]=[N:18]1.C([O-])([O-])=O.[Na+].[Na+].